This data is from Forward reaction prediction with 1.9M reactions from USPTO patents (1976-2016). The task is: Predict the product of the given reaction. (1) Given the reactants [S:1]([OH:5])([OH:4])(=[O:3])=[O:2].CO[C:8](=[NH:10])[NH2:9].CO[C:13](=[NH:15])[NH2:14].[NH2:16][CH2:17][CH2:18][CH2:19][Si:20]([O:25][CH3:26])([O:23][CH3:24])[O:21][CH3:22], predict the reaction product. The product is: [S:1]([OH:5])([OH:4])(=[O:3])=[O:2].[NH:16]([CH2:17][CH2:18][CH2:19][Si:20]([O:25][CH3:26])([O:21][CH3:22])[O:23][CH3:24])[C:8]([NH2:9])=[NH:10].[NH:16]([CH2:17][CH2:18][CH2:19][Si:20]([O:25][CH3:26])([O:21][CH3:22])[O:23][CH3:24])[C:13]([NH2:14])=[NH:15]. (2) Given the reactants [NH2:1][CH2:2][C:3]([NH:5][C@H:6]([C:16]([O:18]CC)=O)[CH2:7][C:8]1[CH:13]=[CH:12][CH:11]=[C:10]([O:14][CH3:15])[N:9]=1)=[O:4].C(N(CC)C(C)C)(C)C, predict the reaction product. The product is: [CH3:15][O:14][C:10]1[N:9]=[C:8]([CH2:7][CH:6]2[NH:5][C:3](=[O:4])[CH2:2][NH:1][C:16]2=[O:18])[CH:13]=[CH:12][CH:11]=1. (3) Given the reactants [C:1]([C:5]1[CH:10]=[CH:9][CH:8]=[CH:7][C:6]=1[N:11]1[CH2:16][CH2:15][N:14]([C:17](=[O:27])[C:18]([NH:20][CH:21]2[CH2:26][CH2:25]S[CH2:23][CH2:22]2)=[O:19])[CH2:13][CH2:12]1)([CH3:4])([CH3:3])[CH3:2].ClC1C=CC=C(C(OO)=O)C=1.[OH:39][S:40]([O-:42])=O.[Na+].C([O-])(O)=O.[Na+], predict the reaction product. The product is: [C:1]([C:5]1[CH:10]=[CH:9][CH:8]=[CH:7][C:6]=1[N:11]1[CH2:12][CH2:13][N:14]([C:17](=[O:27])[C:18]([NH:20][CH:21]2[CH2:22][CH2:23][S:40](=[O:42])(=[O:39])[CH2:25][CH2:26]2)=[O:19])[CH2:15][CH2:16]1)([CH3:3])([CH3:4])[CH3:2]. (4) Given the reactants [Br:1][CH:2]1[C:10]2[C:5](=[CH:6][CH:7]=[C:8]([Br:11])[CH:9]=2)[C:4](=[O:12])[O:3]1.[C:13]1([P:19]([C:26]2[CH:31]=[CH:30][CH:29]=[CH:28][CH:27]=2)[C:20]2[CH:25]=[CH:24][CH:23]=[CH:22][CH:21]=2)[CH:18]=[CH:17][CH:16]=[CH:15][CH:14]=1, predict the reaction product. The product is: [Br-:1].[Br:11][C:8]1[CH:9]=[C:10]2[C:5]([C:4](=[O:12])[O:3][CH:2]2[P+:19]([C:20]2[CH:21]=[CH:22][CH:23]=[CH:24][CH:25]=2)([C:26]2[CH:31]=[CH:30][CH:29]=[CH:28][CH:27]=2)[C:13]2[CH:14]=[CH:15][CH:16]=[CH:17][CH:18]=2)=[CH:6][CH:7]=1. (5) The product is: [NH2:63][C@:64]([C:68]([NH:37][C@H:36]([C:35]([N:34]([C@@H:29]([C@@H:30]([CH3:33])[CH2:31][CH3:32])[C@H:28]([O:43][CH3:44])[CH2:27][C:26]([N:22]1[CH2:23][CH2:24][CH2:25][C@H:21]1[C@H:3]([O:2][CH3:1])[C@@H:4]([CH3:20])[C:5]([NH:7][C@@H:8]([CH2:9][C:10]1[CH:11]=[CH:12][CH:13]=[CH:14][CH:15]=1)[C:16]([O:18][CH3:19])=[O:17])=[O:6])=[O:45])[CH3:42])=[O:41])[CH:38]([CH3:39])[CH3:40])=[O:69])([CH3:67])[CH2:65][CH3:66]. Given the reactants [CH3:1][O:2][C@@H:3]([C@@H:21]1[CH2:25][CH2:24][CH2:23][N:22]1[C:26](=[O:45])[CH2:27][C@@H:28]([O:43][CH3:44])[C@@H:29]([N:34]([CH3:42])[C:35](=[O:41])[C@H:36]([CH:38]([CH3:40])[CH3:39])[NH2:37])[C@@H:30]([CH3:33])[CH2:31][CH3:32])[C@@H:4]([CH3:20])[C:5]([NH:7][C@H:8]([C:16]([O:18][CH3:19])=[O:17])[CH2:9][C:10]1[CH:15]=[CH:14][CH:13]=[CH:12][CH:11]=1)=[O:6].C1C2C(COC([NH:63][C@:64]([C:68](O)=[O:69])([CH3:67])[CH2:65][CH3:66])=O)C3C(=CC=CC=3)C=2C=CC=1.CCN(C(C)C)C(C)C.CN(C(ON1N=NC2C=CC=NC1=2)=[N+](C)C)C.F[P-](F)(F)(F)(F)F.C(NCC)C, predict the reaction product. (6) Given the reactants [CH2:1]([O:3][C:4](=[O:22])[C:5]1[CH:10]=[C:9]([N+:11]([O-])=O)[CH:8]=[C:7]([N+]([O-])=O)[C:6]=1[CH:17]=[CH:18][N:19](C)C)[CH3:2].Cl[Sn]Cl, predict the reaction product. The product is: [CH2:1]([O:3][C:4]([C:5]1[C:6]2[CH:17]=[CH:18][NH:19][C:7]=2[CH:8]=[C:9]([NH2:11])[CH:10]=1)=[O:22])[CH3:2]. (7) Given the reactants C(OCC)(=[O:3])C.[C:7]1([CH2:13][CH2:14][O:15][CH:16]2[CH2:21][CH2:20][CH:19]([N:22]=[N+]=[N-])[CH2:18][CH:17]2[F:25])[CH:12]=[CH:11][CH:10]=[CH:9][CH:8]=1.C(Cl)Cl, predict the reaction product. The product is: [OH-:3].[NH4+:22].[F:25][CH:17]1[CH:16]([O:15][CH2:14][CH2:13][C:7]2[CH:12]=[CH:11][CH:10]=[CH:9][CH:8]=2)[CH2:21][CH2:20][CH:19]([NH2:22])[CH2:18]1.